This data is from Forward reaction prediction with 1.9M reactions from USPTO patents (1976-2016). The task is: Predict the product of the given reaction. (1) Given the reactants Cl[C:2]1[N:3]=[C:4]([N:17]2[CH2:22][CH2:21][O:20][CH2:19][CH2:18]2)[C:5]2[S:10][C:9]([C:11]3[N:12]=[C:13]([NH2:16])[S:14][CH:15]=3)=[CH:8][C:6]=2[N:7]=1.CC1(C)C(C)(C)OB([C:31]2[CH:32]=[C:33]3[CH:39]=[CH:38][NH:37][C:34]3=[N:35][CH:36]=2)O1, predict the reaction product. The product is: [O:20]1[CH2:21][CH2:22][N:17]([C:4]2[C:5]3[S:10][C:9]([C:11]4[N:12]=[C:13]([NH2:16])[S:14][CH:15]=4)=[CH:8][C:6]=3[N:7]=[C:2]([C:31]3[CH:32]=[C:33]4[CH:39]=[CH:38][NH:37][C:34]4=[N:35][CH:36]=3)[N:3]=2)[CH2:18][CH2:19]1. (2) Given the reactants [C:1]([O:5][C:6]([N:8]1[CH2:13][CH2:12][CH:11]([CH2:14][C:15]([OH:17])=O)[CH2:10][CH2:9]1)=[O:7])([CH3:4])([CH3:3])[CH3:2].CN(C(ON1N=NC2C=CC=NC1=2)=[N+](C)C)C.F[P-](F)(F)(F)(F)F.[NH2:42][C:43]1[CH:48]=[C:47]([O:49][C:50]2[CH:69]=[CH:68][C:53]3[N:54]([CH3:67])[C:55]([NH:57][C:58]4[CH:63]=[CH:62][CH:61]=[C:60]([CH:64]([CH3:66])[CH3:65])[CH:59]=4)=[N:56][C:52]=3[CH:51]=2)[CH:46]=[CH:45][N:44]=1, predict the reaction product. The product is: [CH:64]([C:60]1[CH:59]=[C:58]([NH:57][C:55]2[N:54]([CH3:67])[C:53]3[CH:68]=[CH:69][C:50]([O:49][C:47]4[CH:46]=[CH:45][N:44]=[C:43]([NH:42][C:15]([CH2:14][CH:11]5[CH2:10][CH2:9][N:8]([C:6]([O:5][C:1]([CH3:2])([CH3:3])[CH3:4])=[O:7])[CH2:13][CH2:12]5)=[O:17])[CH:48]=4)=[CH:51][C:52]=3[N:56]=2)[CH:63]=[CH:62][CH:61]=1)([CH3:66])[CH3:65]. (3) The product is: [Si:5]([O:14][CH2:15][CH:16]1[CH2:21][CH2:20][CH2:19][N:18]([C:22]2[CH:29]=[CH:28][CH:27]=[CH:26][C:23]=2[CH:24]=[O:25])[CH2:17]1)([C:1]([CH3:4])([CH3:3])[CH3:2])([CH3:8])[CH3:7]. Given the reactants [C:1]([Si:5]([CH3:8])([CH3:7])Cl)([CH3:4])([CH3:3])[CH3:2].N1C=CN=C1.[OH:14][CH2:15][CH:16]1[CH2:21][CH2:20][CH2:19][N:18]([C:22]2[CH:29]=[CH:28][CH:27]=[CH:26][C:23]=2[CH:24]=[O:25])[CH2:17]1.O, predict the reaction product. (4) Given the reactants [F:1][C:2]1[CH:3]=[C:4]2[C:8](=[CH:9][CH:10]=1)[NH:7][CH:6]=[C:5]2[C:11](=O)[C:12]([N:14]1[CH2:19][CH2:18][N:17]([C:20]2[CH:28]=[C:27]([C:29](OC)=[O:30])[CH:26]=[C:25]3[C:21]=2[CH:22]=[CH:23][NH:24]3)[CH2:16][CH2:15]1)=O.FC1C=C2C(=CC=1)NC=C2C(=O)C(Cl)=O.COC(C1C=C2C(C=CN2)=C(N2CCNCC2)C=1)=O.[H-].[Al+3].[Li+].[H-].[H-].[H-].[OH-].[Na+], predict the reaction product. The product is: [F:1][C:2]1[CH:3]=[C:4]2[C:8](=[CH:9][CH:10]=1)[NH:7][CH:6]=[C:5]2[CH2:11][CH2:12][N:14]1[CH2:19][CH2:18][N:17]([C:20]2[CH:28]=[C:27]([CH2:29][OH:30])[CH:26]=[C:25]3[C:21]=2[CH:22]=[CH:23][NH:24]3)[CH2:16][CH2:15]1. (5) Given the reactants [O:1]=[C:2]1[O:6][N:5]=[C:4]([C:7]2[CH:12]=[CH:11][C:10]([CH2:13][CH2:14][N:15]([CH2:42][C:43]3[CH:52]=[CH:51][C:46]([C:47]([O:49]C)=[O:48])=[CH:45][CH:44]=3)[CH2:16][CH2:17][C:18]3[CH:23]=[CH:22][CH:21]=[CH:20][C:19]=3[O:24][CH2:25][C:26]3[CH:31]=[CH:30][C:29]([C:32]4[CH:37]=[CH:36][C:35]([C:38]([F:41])([F:40])[F:39])=[CH:34][CH:33]=4)=[CH:28][CH:27]=3)=[CH:9][CH:8]=2)[NH:3]1.[OH-].[Li+].Cl, predict the reaction product. The product is: [O:1]=[C:2]1[O:6][N:5]=[C:4]([C:7]2[CH:8]=[CH:9][C:10]([CH2:13][CH2:14][N:15]([CH2:42][C:43]3[CH:44]=[CH:45][C:46]([C:47]([OH:49])=[O:48])=[CH:51][CH:52]=3)[CH2:16][CH2:17][C:18]3[CH:23]=[CH:22][CH:21]=[CH:20][C:19]=3[O:24][CH2:25][C:26]3[CH:31]=[CH:30][C:29]([C:32]4[CH:37]=[CH:36][C:35]([C:38]([F:41])([F:40])[F:39])=[CH:34][CH:33]=4)=[CH:28][CH:27]=3)=[CH:11][CH:12]=2)[NH:3]1. (6) Given the reactants Cl[C:2]1[C:11]2[C:6](=[CH:7][C:8](OCCCN3CCCCC3)=[C:9](OC)[CH:10]=2)[N:5]=[CH:4][N:3]=1.C(=O)([O-])[O-].[K+].[K+].CC1C2C(=CC=C(O)C=2)NC=1, predict the reaction product. The product is: [N:5]1[C:6]2[C:11](=[CH:10][CH:9]=[CH:8][CH:7]=2)[CH:2]=[N:3][CH:4]=1. (7) Given the reactants [CH2:1]([O:3][C:4]([C:6]1[C:7]2[S:15][CH:14]=[C:13]([CH2:16][O:17][C:18]3[CH:23]=[C:22]([N+:24]([O-])=O)[CH:21]=[CH:20][C:19]=3[CH3:27])[C:8]=2[C:9](Cl)=[N:10][CH:11]=1)=[O:5])[CH3:2].[NH4+].[Cl-], predict the reaction product. The product is: [CH2:1]([O:3][C:4]([C:6]1[C:7]2[S:15][CH:14]=[C:13]([CH2:16][O:17][C:18]3[CH:23]=[C:22]([NH2:24])[CH:21]=[CH:20][C:19]=3[CH3:27])[C:8]=2[CH:9]=[N:10][CH:11]=1)=[O:5])[CH3:2].